Dataset: Catalyst prediction with 721,799 reactions and 888 catalyst types from USPTO. Task: Predict which catalyst facilitates the given reaction. Reactant: [N+]([O-])(O)=O.[N+]([O-])(O)=O.[CH3:9][O:10][C:11]1[CH:12]=[C:13]([NH:23][C:24]([NH2:26])=[NH:25])[CH:14]=[CH:15][C:16]=1[N:17]1[CH:21]=[C:20]([CH3:22])[N:19]=[CH:18]1.[Cl:27][C:28]1[CH:33]=[CH:32][C:31]([C:34]([CH3:44])([CH3:43])[C:35](=O)[C:36]([CH3:41])=[CH:37]N(C)C)=[CH:30][CH:29]=1.C(N(CC)CC)C. Product: [Cl:27][C:28]1[CH:33]=[CH:32][C:31]([C:34]([C:35]2[C:36]([CH3:41])=[CH:37][N:26]=[C:24]([NH:23][C:13]3[CH:14]=[CH:15][C:16]([N:17]4[CH:21]=[C:20]([CH3:22])[N:19]=[CH:18]4)=[C:11]([O:10][CH3:9])[CH:12]=3)[N:25]=2)([CH3:43])[CH3:44])=[CH:30][CH:29]=1. The catalyst class is: 60.